From a dataset of NCI-60 drug combinations with 297,098 pairs across 59 cell lines. Regression. Given two drug SMILES strings and cell line genomic features, predict the synergy score measuring deviation from expected non-interaction effect. (1) Drug 1: C1=CN(C(=O)N=C1N)C2C(C(C(O2)CO)O)O.Cl. Drug 2: C#CCC(CC1=CN=C2C(=N1)C(=NC(=N2)N)N)C3=CC=C(C=C3)C(=O)NC(CCC(=O)O)C(=O)O. Cell line: SN12C. Synergy scores: CSS=28.6, Synergy_ZIP=-1.76, Synergy_Bliss=0.180, Synergy_Loewe=-2.15, Synergy_HSA=-1.14. (2) Drug 1: C(=O)(N)NO. Drug 2: CCC1(CC2CC(C3=C(CCN(C2)C1)C4=CC=CC=C4N3)(C5=C(C=C6C(=C5)C78CCN9C7C(C=CC9)(C(C(C8N6C)(C(=O)OC)O)OC(=O)C)CC)OC)C(=O)OC)O.OS(=O)(=O)O. Cell line: HOP-92. Synergy scores: CSS=2.42, Synergy_ZIP=-0.592, Synergy_Bliss=1.40, Synergy_Loewe=0.647, Synergy_HSA=0.207. (3) Drug 1: C1CN1P(=S)(N2CC2)N3CC3. Drug 2: C1CN(CCN1C(=O)CCBr)C(=O)CCBr. Cell line: NCI-H322M. Synergy scores: CSS=-3.82, Synergy_ZIP=2.67, Synergy_Bliss=3.40, Synergy_Loewe=-0.151, Synergy_HSA=-0.611. (4) Drug 1: CCC1=CC2CC(C3=C(CN(C2)C1)C4=CC=CC=C4N3)(C5=C(C=C6C(=C5)C78CCN9C7C(C=CC9)(C(C(C8N6C)(C(=O)OC)O)OC(=O)C)CC)OC)C(=O)OC.C(C(C(=O)O)O)(C(=O)O)O. Drug 2: CC1C(C(CC(O1)OC2CC(CC3=C2C(=C4C(=C3O)C(=O)C5=C(C4=O)C(=CC=C5)OC)O)(C(=O)C)O)N)O.Cl. Cell line: HT29. Synergy scores: CSS=53.9, Synergy_ZIP=0.803, Synergy_Bliss=-1.71, Synergy_Loewe=-3.35, Synergy_HSA=-0.881. (5) Drug 1: CC1=C2C(C(=O)C3(C(CC4C(C3C(C(C2(C)C)(CC1OC(=O)C(C(C5=CC=CC=C5)NC(=O)C6=CC=CC=C6)O)O)OC(=O)C7=CC=CC=C7)(CO4)OC(=O)C)O)C)OC(=O)C. Drug 2: CN(C(=O)NC(C=O)C(C(C(CO)O)O)O)N=O. Cell line: MCF7. Synergy scores: CSS=11.3, Synergy_ZIP=-8.20, Synergy_Bliss=-6.58, Synergy_Loewe=-27.6, Synergy_HSA=-6.24. (6) Drug 1: CS(=O)(=O)CCNCC1=CC=C(O1)C2=CC3=C(C=C2)N=CN=C3NC4=CC(=C(C=C4)OCC5=CC(=CC=C5)F)Cl. Drug 2: CC1C(C(CC(O1)OC2CC(OC(C2O)C)OC3=CC4=CC5=C(C(=O)C(C(C5)C(C(=O)C(C(C)O)O)OC)OC6CC(C(C(O6)C)O)OC7CC(C(C(O7)C)O)OC8CC(C(C(O8)C)O)(C)O)C(=C4C(=C3C)O)O)O)O. Cell line: EKVX. Synergy scores: CSS=55.2, Synergy_ZIP=2.02, Synergy_Bliss=6.68, Synergy_Loewe=-1.53, Synergy_HSA=4.62. (7) Drug 1: CC(C1=C(C=CC(=C1Cl)F)Cl)OC2=C(N=CC(=C2)C3=CN(N=C3)C4CCNCC4)N. Drug 2: CC(CN1CC(=O)NC(=O)C1)N2CC(=O)NC(=O)C2. Cell line: BT-549. Synergy scores: CSS=8.29, Synergy_ZIP=-1.48, Synergy_Bliss=2.96, Synergy_Loewe=-0.964, Synergy_HSA=-1.01. (8) Drug 1: C1=CC(=CC=C1C#N)C(C2=CC=C(C=C2)C#N)N3C=NC=N3. Drug 2: CN1C2=C(C=C(C=C2)N(CCCl)CCCl)N=C1CCCC(=O)O.Cl. Cell line: UO-31. Synergy scores: CSS=-3.67, Synergy_ZIP=0.834, Synergy_Bliss=-0.739, Synergy_Loewe=-3.21, Synergy_HSA=-3.24. (9) Drug 1: C1CCC(CC1)NC(=O)N(CCCl)N=O. Drug 2: CCC1(CC2CC(C3=C(CCN(C2)C1)C4=CC=CC=C4N3)(C5=C(C=C6C(=C5)C78CCN9C7C(C=CC9)(C(C(C8N6C=O)(C(=O)OC)O)OC(=O)C)CC)OC)C(=O)OC)O.OS(=O)(=O)O. Cell line: UACC-257. Synergy scores: CSS=13.4, Synergy_ZIP=-3.27, Synergy_Bliss=4.95, Synergy_Loewe=-17.4, Synergy_HSA=0.112. (10) Drug 1: C1=NC(=NC(=O)N1C2C(C(C(O2)CO)O)O)N. Drug 2: C1CCC(C(C1)N)N.C(=O)(C(=O)[O-])[O-].[Pt+4]. Cell line: NCI-H322M. Synergy scores: CSS=28.9, Synergy_ZIP=-8.41, Synergy_Bliss=-0.731, Synergy_Loewe=-13.2, Synergy_HSA=-1.81.